Dataset: CYP2C19 inhibition data for predicting drug metabolism from PubChem BioAssay. Task: Regression/Classification. Given a drug SMILES string, predict its absorption, distribution, metabolism, or excretion properties. Task type varies by dataset: regression for continuous measurements (e.g., permeability, clearance, half-life) or binary classification for categorical outcomes (e.g., BBB penetration, CYP inhibition). Dataset: cyp2c19_veith. The compound is Cc1ccc(S(=O)(=O)O)cc1.NCOC(=O)Cc1ccc(Br)cc1. The result is 0 (non-inhibitor).